Predict which catalyst facilitates the given reaction. From a dataset of Catalyst prediction with 721,799 reactions and 888 catalyst types from USPTO. (1) Reactant: [NH2:1][C:2]1[CH:3]=[C:4]([CH:34]=[CH:35][C:36]=1[O:37][CH3:38])[C:5]([O:7][C@H:8]([C:19]1[CH:24]=[CH:23][C:22]([O:25][CH:26]([F:28])[F:27])=[C:21]([O:29][CH2:30][CH:31]2[CH2:33][CH2:32]2)[CH:20]=1)[CH2:9][C:10]1[C:15]([Cl:16])=[CH:14][N+:13]([O-:17])=[CH:12][C:11]=1[Cl:18])=[O:6].N1C=CC=CC=1.Cl[CH2:46][CH2:47][S:48](Cl)(=[O:50])=[O:49]. Product: [Cl:18][C:11]1[CH:12]=[N+:13]([O-:17])[CH:14]=[C:15]([Cl:16])[C:10]=1[CH2:9][C@@H:8]([C:19]1[CH:24]=[CH:23][C:22]([O:25][CH:26]([F:28])[F:27])=[C:21]([O:29][CH2:30][CH:31]2[CH2:32][CH2:33]2)[CH:20]=1)[O:7][C:5](=[O:6])[C:4]1[CH:34]=[CH:35][C:36]([O:37][CH3:38])=[C:2]([NH:1][S:48]([CH:47]=[CH2:46])(=[O:50])=[O:49])[CH:3]=1. The catalyst class is: 2. (2) Reactant: [CH3:1][O:2][C:3](=[O:18])[CH:4]([N:9]([CH2:11][C:12]1[CH:17]=[CH:16][CH:15]=[CH:14][CH:13]=1)[CH3:10])[C:5](OC)=[O:6].[CH3:19][NH2:20].CO. Product: [CH3:1][O:2][C:3](=[O:18])[CH:4]([N:9]([CH2:11][C:12]1[CH:17]=[CH:16][CH:15]=[CH:14][CH:13]=1)[CH3:10])[C:5]([NH:20][CH3:19])=[O:6]. The catalyst class is: 5. (3) Reactant: O.O.O.O.O.O.O.O.O.[N+:10]([O-:13])([O-:12])=[O:11].[Al+3:14].[N+:15]([O-:18])([O-:17])=[O:16].[N+:19]([O-:22])([O-:21])=[O:20]. Product: [N+:10]([O-:13])([O-:12])=[O:11].[Al+3:14].[N+:15]([O-:18])([O-:17])=[O:16].[N+:19]([O-:22])([O-:21])=[O:20]. The catalyst class is: 6. (4) Reactant: [NH:1]1[CH2:6][CH2:5][S:4](=[O:8])(=[O:7])[CH2:3][CH:2]1[C:9]([O:11][CH3:12])=[O:10].[C:13]([NH:20][CH2:21][CH:22]=O)([O:15][C:16]([CH3:19])([CH3:18])[CH3:17])=[O:14].C(O)(=O)C.C(O[BH-](OC(=O)C)OC(=O)C)(=O)C.[Na+]. Product: [CH3:17][C:16]([O:15][C:13]([NH:20][CH2:21][CH2:22][N:1]1[CH2:6][CH2:5][S:4](=[O:7])(=[O:8])[CH2:3][CH:2]1[C:9]([O:11][CH3:12])=[O:10])=[O:14])([CH3:19])[CH3:18]. The catalyst class is: 26. (5) Reactant: [N+:1]([C:4]1[CH:5]=[N:6][S:7][C:8]=1[O:9][CH:10]1[CH2:15][CH2:14][N:13]([C:16]([O:18][C:19]([CH3:22])([CH3:21])[CH3:20])=[O:17])[CH2:12][CH2:11]1)([O-])=O.O.C([O-])(O)=O.[Na+].[O-]S(S([O-])=O)=O.[Na+].[Na+]. Product: [NH2:1][C:4]1[CH:5]=[N:6][S:7][C:8]=1[O:9][CH:10]1[CH2:11][CH2:12][N:13]([C:16]([O:18][C:19]([CH3:22])([CH3:21])[CH3:20])=[O:17])[CH2:14][CH2:15]1. The catalyst class is: 125. (6) Product: [Br:1][C:2]1[CH:7]=[CH:6][C:5]([N:8]2[CH2:13][CH2:12][CH2:11][CH2:10][CH:9]2[CH2:14][CH2:15][CH2:16][C:17]([O:19][CH3:22])=[O:18])=[C:4]([CH:20]=[O:21])[CH:3]=1. The catalyst class is: 3. Reactant: [Br:1][C:2]1[CH:7]=[CH:6][C:5]([N:8]2[CH2:13][CH2:12][CH2:11][CH2:10][CH:9]2[CH2:14][CH2:15][CH2:16][C:17]([OH:19])=[O:18])=[C:4]([CH:20]=[O:21])[CH:3]=1.[C:22](=O)([O-])[O-].[K+].[K+].IC.O. (7) Reactant: [F:1][C:2]1[CH:7]=[CH:6][C:5]([C:8]2[CH:9]=[C:10](C3C=CC=CC=3)[N:11]=[N:12][CH:13]=2)=[CH:4][C:3]=1[O:20]C.B(Br)(Br)Br.CO.C(=O)([O-])O.[Na+]. Product: [F:1][C:2]1[CH:7]=[CH:6][C:5]([C:8]2[CH:9]=[CH:10][N:11]=[N:12][C:13]=2[C:2]2[CH:7]=[CH:6][CH:5]=[CH:4][CH:3]=2)=[CH:4][C:3]=1[OH:20]. The catalyst class is: 4.